Dataset: Forward reaction prediction with 1.9M reactions from USPTO patents (1976-2016). Task: Predict the product of the given reaction. Given the reactants [F:1][C:2]1[C:7]([F:8])=[CH:6][CH:5]=[CH:4][C:3]=1[C:9]1[N:17]=[C:12]2[CH:13]=[N:14][NH:15][CH:16]=[C:11]2[N:10]=1.[CH2:18]([C:22]1[NH:23][C:24]([Cl:34])=[C:25]([C:27]2[CH:31]=[C:30]([CH2:32]Cl)[O:29][N:28]=2)[N:26]=1)[CH2:19][CH2:20][CH3:21], predict the reaction product. The product is: [CH2:18]([C:22]1[NH:23][C:24]([Cl:34])=[C:25]([C:27]2[CH:31]=[C:30]([CH2:32][N:14]3[CH:13]=[C:12]4[N:17]=[C:9]([C:3]5[CH:4]=[CH:5][CH:6]=[C:7]([F:8])[C:2]=5[F:1])[N:10]=[C:11]4[CH:16]=[N:15]3)[O:29][N:28]=2)[N:26]=1)[CH2:19][CH2:20][CH3:21].